Dataset: Reaction yield outcomes from USPTO patents with 853,638 reactions. Task: Predict the reaction yield, written as a fraction of the theoretical maximum amount of product (1.0 means a 100% yield; for example, 0.34 means a 34% yield). (1) The reactants are C([O:4][CH:5]1[C:9]2[N:10]=[CH:11][N:12]=[C:13]([N:14]3[CH2:19][CH2:18][N:17]([C:20]([O:22][C:23]([CH3:26])([CH3:25])[CH3:24])=[O:21])[CH2:16][CH2:15]3)[C:8]=2[CH2:7][CH2:6]1)(=O)C.[Li+].[OH-]. The catalyst is C1COCC1. The product is [OH:4][CH:5]1[C:9]2[N:10]=[CH:11][N:12]=[C:13]([N:14]3[CH2:19][CH2:18][N:17]([C:20]([O:22][C:23]([CH3:26])([CH3:25])[CH3:24])=[O:21])[CH2:16][CH2:15]3)[C:8]=2[CH2:7][CH2:6]1. The yield is 0.970. (2) The reactants are [CH2:1]([N:3](CC)[CH2:4]C)C.[Cl:8][C:9]1[CH:18]=[C:17]([Cl:19])[C:16]([OH:20])=[C:15]2[C:10]=1[CH:11]=[CH:12][C:13]([CH:21]=O)=[N:14]2.Cl.CNC.C(O[BH-](OC(=O)C)OC(=O)C)(=O)C.[Na+]. The catalyst is ClCCCl.ClCCl. The product is [ClH:8].[Cl:8][C:9]1[CH:18]=[C:17]([Cl:19])[C:16]([OH:20])=[C:15]2[C:10]=1[CH:11]=[CH:12][C:13]([CH2:21][N:3]([CH3:4])[CH3:1])=[N:14]2. The yield is 0.730.